Dataset: Forward reaction prediction with 1.9M reactions from USPTO patents (1976-2016). Task: Predict the product of the given reaction. (1) Given the reactants [CH:1]1([N:4]([CH2:32][C:33]2[CH:34]=[C:35]([CH:45]=[C:46]([CH2:48][CH2:49][CH2:50][O:51][CH3:52])[CH:47]=2)[O:36][CH2:37][CH2:38][CH2:39][C:40]([O:42]CC)=[O:41])[C:5]([C@@H:7]2[C@@H:12]([C:13]3[CH:18]=[CH:17][C:16]([O:19][CH2:20][CH2:21][O:22][C:23]4[C:28]([Cl:29])=[CH:27][C:26]([CH3:30])=[CH:25][C:24]=4[Cl:31])=[CH:15][CH:14]=3)[CH2:11][CH2:10][NH:9][CH2:8]2)=[O:6])[CH2:3][CH2:2]1.[Na], predict the reaction product. The product is: [CH:1]1([N:4]([CH2:32][C:33]2[CH:34]=[C:35]([CH:45]=[C:46]([CH2:48][CH2:49][CH2:50][O:51][CH3:52])[CH:47]=2)[O:36][CH2:37][CH2:38][CH2:39][C:40]([OH:42])=[O:41])[C:5]([C@@H:7]2[C@@H:12]([C:13]3[CH:14]=[CH:15][C:16]([O:19][CH2:20][CH2:21][O:22][C:23]4[C:28]([Cl:29])=[CH:27][C:26]([CH3:30])=[CH:25][C:24]=4[Cl:31])=[CH:17][CH:18]=3)[CH2:11][CH2:10][NH:9][CH2:8]2)=[O:6])[CH2:2][CH2:3]1. (2) The product is: [CH3:17][O:18][CH2:19][CH2:20][CH2:21][N:6]1[C:5]2[CH:9]=[C:10]([N+:13]([O-:15])=[O:14])[CH:11]=[CH:12][C:4]=2[O:3][C:2]([CH3:16])([CH3:1])[C:7]1=[O:8]. Given the reactants [CH3:1][C:2]1([CH3:16])[C:7](=[O:8])[NH:6][C:5]2[CH:9]=[C:10]([N+:13]([O-:15])=[O:14])[CH:11]=[CH:12][C:4]=2[O:3]1.[CH3:17][O:18][CH2:19][CH2:20][CH2:21]OS(C1C=CC(C)=CC=1)(=O)=O.[H-].[Na+].O, predict the reaction product. (3) Given the reactants [C:1]([C:4]1[N:5]=[C:6]([C:24]2[C:29]([F:30])=[CH:28][CH:27]=[CH:26][C:25]=2[F:31])[O:7][C:8]=1[C:9]1[CH:23]=[CH:22][C:12]([CH2:13][NH:14]C(=O)OC(C)(C)C)=[CH:11][CH:10]=1)(=[O:3])[NH2:2].Cl.O1CCOCC1.C([O-])=O, predict the reaction product. The product is: [NH2:14][CH2:13][C:12]1[CH:11]=[CH:10][C:9]([C:8]2[O:7][C:6]([C:24]3[C:25]([F:31])=[CH:26][CH:27]=[CH:28][C:29]=3[F:30])=[N:5][C:4]=2[C:1]([NH2:2])=[O:3])=[CH:23][CH:22]=1. (4) Given the reactants [F:1][C:2]1([F:15])[CH2:6][N:5](C(OC(C)(C)C)=O)[C@@H:4]([CH3:14])[CH2:3]1.[ClH:16], predict the reaction product. The product is: [ClH:16].[F:1][C:2]1([F:15])[CH2:6][NH:5][C@@H:4]([CH3:14])[CH2:3]1. (5) Given the reactants [CH3:1][O:2][C:3]1[CH:8]=[CH:7][CH:6]=[C:5]([O:9][CH3:10])[C:4]=1[CH:11]1[NH:16][C:15](=[O:17])[CH2:14][CH2:13][CH2:12]1.Br[CH2:19][C:20]1[CH:21]=[CH:22][C:23]([O:26][CH:27]([F:29])[F:28])=[N:24][CH:25]=1, predict the reaction product. The product is: [F:29][CH:27]([F:28])[O:26][C:23]1[N:24]=[CH:25][C:20]([CH2:19][N:16]2[CH:11]([C:4]3[C:5]([O:9][CH3:10])=[CH:6][CH:7]=[CH:8][C:3]=3[O:2][CH3:1])[CH2:12][CH2:13][CH2:14][C:15]2=[O:17])=[CH:21][CH:22]=1. (6) Given the reactants [NH2:1][C:2]1[C:3]([C:8]([O:10]CC)=O)=[C:4]([CH3:7])[S:5][CH:6]=1.C([CH:15]([C:19](Cl)=[O:20])[C:16](Cl)=[O:17])C.[H-].[Na+].O.[O:25]1CCO[CH2:27][CH2:26]1, predict the reaction product. The product is: [CH2:26]([O:25][C:19]([C:15]1[C:16](=[O:17])[NH:1][C:2]2[C:3]([C:8]=1[OH:10])=[C:4]([CH3:7])[S:5][CH:6]=2)=[O:20])[CH3:27]. (7) Given the reactants C[Si](C)(C)[C:3]1[S:4][CH:5]=[CH:6][N:7]=1.[Li]CCCC.[F:15][C:16]1[CH:23]=[CH:22][C:19]([CH:20]=[O:21])=[CH:18][CH:17]=1.[Cl-].[NH4+], predict the reaction product. The product is: [F:15][C:16]1[CH:23]=[CH:22][C:19]([CH:20]([C:5]2[S:4][CH:3]=[N:7][CH:6]=2)[OH:21])=[CH:18][CH:17]=1. (8) The product is: [F:12][CH2:13][CH:14]([N:1]1[C:11]2[C:6](=[CH:7][CH:8]=[CH:9][CH:10]=2)[C:4](=[O:5])[C:2]1=[O:3])[CH3:15]. Given the reactants [NH:1]1[C:11]2[C:6](=[CH:7][CH:8]=[CH:9][CH:10]=2)[C:4](=[O:5])[C:2]1=[O:3].[F:12][CH2:13][CH:14](OS(C1C=CC(C)=CC=1)(=O)=O)[CH3:15].C(=O)([O-])[O-].[K+].[K+], predict the reaction product.